From a dataset of Forward reaction prediction with 1.9M reactions from USPTO patents (1976-2016). Predict the product of the given reaction. (1) The product is: [C:20]([NH:19][C:7]1[CH:8]=[CH:9][C:10]([N:12]2[CH2:17][CH2:16][N:15]([CH3:18])[CH2:14][CH2:13]2)=[CH:11][C:6]=1[CH2:5][C:4]([NH2:24])=[O:3])(=[O:22])[CH3:21]. Given the reactants C([O:3][C:4](=O)[CH2:5][C:6]1[CH:11]=[C:10]([N:12]2[CH2:17][CH2:16][N:15]([CH3:18])[CH2:14][CH2:13]2)[CH:9]=[CH:8][C:7]=1[NH:19][C:20](=[O:22])[CH3:21])C.[NH4+:24].[OH-], predict the reaction product. (2) Given the reactants [Cl:1][C:2]1[CH:7]=[CH:6][C:5]([C:8]2[C:16]3[C:11](=[CH:12][CH:13]=[CH:14][C:15]=3[S:17][CH3:18])[N:10]3[CH2:19][CH2:20][CH2:21][CH:22]([CH2:23][C:24]([O:26][CH2:27][CH3:28])=[O:25])[C:9]=23)=[CH:4][CH:3]=1.C1C=C(C([O-])=[O:36])C(C(O[O-])=O)=CC=1.[Mg+2], predict the reaction product. The product is: [Cl:1][C:2]1[CH:7]=[CH:6][C:5]([C:8]2[C:16]3[C:11](=[CH:12][CH:13]=[CH:14][C:15]=3[S:17]([CH3:18])=[O:36])[N:10]3[CH2:19][CH2:20][CH2:21][CH:22]([CH2:23][C:24]([O:26][CH2:27][CH3:28])=[O:25])[C:9]=23)=[CH:4][CH:3]=1. (3) Given the reactants [CH2:1]([O:3][C:4]([C@@H:6]([NH:10][C@H:11]([C:13]([OH:15])=O)[CH3:12])[CH2:7][CH2:8][CH3:9])=[O:5])[CH3:2].Cl.P(Cl)(Cl)(Cl)(Cl)[Cl:18], predict the reaction product. The product is: [CH2:1]([O:3][C:4]([C@@H:6]([NH:10][C@H:11]([C:13]([Cl:18])=[O:15])[CH3:12])[CH2:7][CH2:8][CH3:9])=[O:5])[CH3:2]. (4) Given the reactants C([O-])(O)=O.[Na+].[CH:6]1(B(O)O)[CH2:8][CH2:7]1.C(=O)([O-])[O-].[K+].[K+].[CH2:18]([O:25][C:26]1[CH:31]=[CH:30][N:29]([CH2:32][CH:33]2[CH2:35][CH2:34]2)[C:28](=[O:36])[C:27]=1I)[C:19]1[CH:24]=[CH:23][CH:22]=[CH:21][CH:20]=1, predict the reaction product. The product is: [CH2:18]([O:25][C:26]1[CH:31]=[CH:30][N:29]([CH2:32][CH:33]2[CH2:35][CH2:34]2)[C:28](=[O:36])[C:27]=1[CH:6]1[CH2:8][CH2:7]1)[C:19]1[CH:24]=[CH:23][CH:22]=[CH:21][CH:20]=1. (5) The product is: [F:42][C:40]1[CH:39]=[C:20]([CH:21]=[C:16]([N:14]2[CH2:13][CH2:12][N:11]3[CH:22]=[C:8]([C:4]4[CH:3]=[CH:2][CH:7]=[CH:6][N:28]=4)[N:9]=[C:10]3[CH2:15]2)[CH:17]=1)[C:19]#[N:18]. Given the reactants Cl[C:2]1[CH:3]=[C:4]([C:8]2[N:9]=[C:10]3[CH2:15][N:14]([C:16]4[CH:17]=[N:18][CH:19]=[CH:20][CH:21]=4)[CH2:13][CH2:12][N:11]3[CH:22]=2)C=[CH:6][CH:7]=1.BrCC(C1C=CC=C[N:28]=1)=O.BrC1C=C([CH:39]=[C:40]([F:42])C=1)C#N, predict the reaction product.